From a dataset of Reaction yield outcomes from USPTO patents with 853,638 reactions. Predict the reaction yield, written as a fraction of the theoretical maximum amount of product (1.0 means a 100% yield; for example, 0.34 means a 34% yield). (1) The product is [CH3:1][O:2][C:3]1([C:6]2[CH:7]=[CH:8][C:9]([C:12]#[C:13][C:14]3[CH:15]=[CH:16][C:17]([CH2:20][C:21]([OH:23])=[O:22])=[CH:18][CH:19]=3)=[CH:10][CH:11]=2)[CH2:5][CH2:4]1. The yield is 0.840. The reactants are [CH3:1][O:2][C:3]1([C:6]2[CH:11]=[CH:10][C:9]([C:12]#[C:13][C:14]3[CH:19]=[CH:18][C:17]([CH2:20][C:21]([O:23]C)=[O:22])=[CH:16][CH:15]=3)=[CH:8][CH:7]=2)[CH2:5][CH2:4]1.[OH-].[Na+]. The catalyst is C(O)C.O1CCCC1. (2) The reactants are [Cl:1][C:2]1[CH:7]=[CH:6][C:5]([OH:8])=[C:4]([NH2:9])[CH:3]=1.[C:10](O[C:10](=[O:14])[CH:11]([CH3:13])[CH3:12])(=[O:14])[CH:11]([CH3:13])[CH3:12]. The catalyst is O. The product is [Cl:1][C:2]1[CH:7]=[CH:6][C:5]([OH:8])=[C:4]([NH:9][C:10](=[O:14])[CH:11]([CH3:13])[CH3:12])[CH:3]=1. The yield is 0.780. (3) The reactants are [Br:1][C:2]1[C:11]2[C:10]([CH3:12])=[CH:9][CH2:8][CH2:7][C:6]=2[CH:5]=[CH:4][C:3]=1[NH:13][S:14]([C:17]1[CH:22]=[CH:21][C:20]([F:23])=[CH:19][CH:18]=1)(=[O:16])=[O:15].C1C=C(Cl)C=C(C(OO)=[O:32])C=1. The catalyst is C(Cl)Cl.C(OCC)(=O)C.C(OCC)C.[I-].[Zn+2].[I-]. The product is [Br:1][C:2]1[C:11]2[CH:10]([CH3:12])[C:9](=[O:32])[CH2:8][CH2:7][C:6]=2[CH:5]=[CH:4][C:3]=1[NH:13][S:14]([C:17]1[CH:18]=[CH:19][C:20]([F:23])=[CH:21][CH:22]=1)(=[O:16])=[O:15]. The yield is 0.790. (4) The reactants are Cl[CH2:2][C:3]([NH:5][C:6]1[S:7][CH:8]=[C:9]([CH2:11][C:12]([NH:14][C:15]2[S:16][C:17]([CH:20]([CH3:22])[CH3:21])=[CH:18][N:19]=2)=[O:13])[N:10]=1)=[O:4].[CH3:23][NH:24][CH3:25].CO.[I-].[K+].Cl. The catalyst is O. The product is [CH3:23][N:24]([CH3:25])[CH2:2][C:3]([NH:5][C:6]1[S:7][CH:8]=[C:9]([CH2:11][C:12]([NH:14][C:15]2[S:16][C:17]([CH:20]([CH3:22])[CH3:21])=[CH:18][N:19]=2)=[O:13])[N:10]=1)=[O:4]. The yield is 0.200. (5) The reactants are [Cl:1][C:2]1[CH:7]=[CH:6][N:5]=[C:4]2[CH:8]=[C:9]([Sn](C)(C)C)[S:10][C:3]=12.Br[C:16]1[CH:21]=[CH:20][CH:19]=[C:18]([O:22][CH3:23])[N:17]=1. No catalyst specified. The product is [Cl:1][C:2]1[CH:7]=[CH:6][N:5]=[C:4]2[CH:8]=[C:9]([C:16]3[CH:21]=[CH:20][CH:19]=[C:18]([O:22][CH3:23])[N:17]=3)[S:10][C:3]=12. The yield is 0.630. (6) The reactants are [Cl:1][C:2]1[N:10]=[C:9]([C:11]2[CH:16]=[CH:15][C:14]([F:17])=[CH:13][CH:12]=2)[C:8]([C:18]2[CH:23]=[CH:22][N:21]=[C:20]([S:24][CH3:25])[N:19]=2)=[CH:7][C:3]=1C(O)=O.C1(P([N:40]=[N+]=[N-])(C2C=CC=CC=2)=O)C=CC=CC=1.C([O-])(O)=O.[Na+]. The catalyst is CN1C(=O)CCC1. The yield is 0.890. The product is [Cl:1][C:2]1[C:3]([NH2:40])=[CH:7][C:8]([C:18]2[CH:23]=[CH:22][N:21]=[C:20]([S:24][CH3:25])[N:19]=2)=[C:9]([C:11]2[CH:16]=[CH:15][C:14]([F:17])=[CH:13][CH:12]=2)[N:10]=1. (7) The reactants are [OH:1][N:2]=[C:3]([Cl:14])[C@H:4]1[CH2:8][O:7][C:6]2([CH2:13][CH2:12][CH2:11][CH2:10][CH2:9]2)[O:5]1.[CH3:15][S:16](Cl)(=[O:18])=[O:17].C(N(C(C)C)C(C)C)C. The catalyst is C1COCC1. The product is [CH3:15][S:16]([O:1][N:2]=[C:3]([Cl:14])[C@H:4]1[CH2:8][O:7][C:6]2([CH2:13][CH2:12][CH2:11][CH2:10][CH2:9]2)[O:5]1)(=[O:18])=[O:17]. The yield is 0.738.